Dataset: Forward reaction prediction with 1.9M reactions from USPTO patents (1976-2016). Task: Predict the product of the given reaction. (1) The product is: [CH2:1]([O:8][C:9]1[C:10]([Cl:25])=[CH:11][C:12]([S:37]([CH:29]2[CH2:30][CH2:31][CH2:32][CH2:33]2)(=[O:40])=[O:38])=[C:13]2[C:18]=1[N:17]=[CH:16][CH:15]=[CH:14]2)[C:2]1[CH:3]=[CH:4][CH:5]=[CH:6][CH:7]=1. Given the reactants [CH2:1]([O:8][C:9]1[C:10]([Cl:25])=[CH:11][C:12](SC2CCCC2)=[C:13]2[C:18]=1[N:17]=[CH:16][CH:15]=[CH:14]2)[C:2]1[CH:7]=[CH:6][CH:5]=[CH:4][CH:3]=1.ClC1C=[C:29]([C:33](OO)=O)[CH:30]=[CH:31][CH:32]=1.[S:37]([O-:40])([O-])=[O:38].[Na+].[Na+].[OH-].[Na+], predict the reaction product. (2) Given the reactants Cl[C:2]1[N:3]=[C:4]([N:13]2[CH2:18][CH2:17][N:16]([C:19](=[O:27])[CH2:20][C:21]3[CH:26]=[CH:25][CH:24]=[CH:23][CH:22]=3)[CH2:15][CH2:14]2)[C:5]2[CH:10]=[C:9]([CH2:11][CH3:12])[S:8][C:6]=2[N:7]=1.[SH:28][CH:29]([CH3:37])[C:30]([NH:32][CH2:33][C:34]([OH:36])=[O:35])=[O:31], predict the reaction product. The product is: [CH2:11]([C:9]1[S:8][C:6]2[N:7]=[C:2]([S:28][CH:29]([CH3:37])[C:30]([NH:32][CH2:33][C:34]([OH:36])=[O:35])=[O:31])[N:3]=[C:4]([N:13]3[CH2:18][CH2:17][N:16]([C:19](=[O:27])[CH2:20][C:21]4[CH:26]=[CH:25][CH:24]=[CH:23][CH:22]=4)[CH2:15][CH2:14]3)[C:5]=2[CH:10]=1)[CH3:12].